Dataset: Full USPTO retrosynthesis dataset with 1.9M reactions from patents (1976-2016). Task: Predict the reactants needed to synthesize the given product. The reactants are: Cl.[F:2][C:3]([F:7])([F:6])[CH2:4][NH2:5].Cl.[NH:9]1[CH:13]=[CH:12][C:11](C=O)=[N:10]1.[CH2:16](N(CC)CC)C. Given the product [NH:9]1[CH:13]=[C:12]([CH:16]=[N:5][CH2:4][C:3]([F:7])([F:6])[F:2])[CH:11]=[N:10]1, predict the reactants needed to synthesize it.